From a dataset of Catalyst prediction with 721,799 reactions and 888 catalyst types from USPTO. Predict which catalyst facilitates the given reaction. Reactant: B1(C)OC(C2C=CC=CC=2)(C2C=CC=CC=2)[C@H]2N1CCC2.B.C1COCC1.[Cl:28][CH2:29][C:30]([C:32]1[CH:41]=[C:40]([Cl:42])[C:35]2[NH:36][C:37](=[O:39])[O:38][C:34]=2[CH:33]=1)=[O:31]. Product: [Cl:28][CH2:29][C@H:30]([C:32]1[CH:41]=[C:40]([Cl:42])[C:35]2[NH:36][C:37](=[O:39])[O:38][C:34]=2[CH:33]=1)[OH:31]. The catalyst class is: 1.